Dataset: Forward reaction prediction with 1.9M reactions from USPTO patents (1976-2016). Task: Predict the product of the given reaction. Given the reactants Br[C:2]1[CH:11]=[CH:10][CH:9]=[C:8]2[C:3]=1[CH:4]=[CH:5][C:6]([S:12]([N:15](CC1C=CC(OC)=CC=1OC)[C:16]1[S:20][N:19]=[CH:18][N:17]=1)(=[O:14])=[O:13])=[CH:7]2.CC1(C)C2C(=C(P(C3C=CC=CC=3)C3C=CC=CC=3)C=CC=2)OC2C(P(C3C=CC=CC=3)C3C=CC=CC=3)=CC=CC1=2.[CH2:74]([NH2:81])[C:75]1[CH:80]=[CH:79][CH:78]=[CH:77][CH:76]=1.C(O)(C(F)(F)F)=O, predict the reaction product. The product is: [CH2:74]([NH:81][C:2]1[CH:11]=[CH:10][CH:9]=[C:8]2[C:3]=1[CH:4]=[CH:5][C:6]([S:12]([NH:15][C:16]1[S:20][N:19]=[CH:18][N:17]=1)(=[O:14])=[O:13])=[CH:7]2)[C:75]1[CH:80]=[CH:79][CH:78]=[CH:77][CH:76]=1.